Dataset: Reaction yield outcomes from USPTO patents with 853,638 reactions. Task: Predict the reaction yield, written as a fraction of the theoretical maximum amount of product (1.0 means a 100% yield; for example, 0.34 means a 34% yield). (1) The reactants are [C:1]([C:4]1[S:8][C:7]([C:9]2[N:14]=[N:13][C:12]([N:15]([CH2:23][C:24]3([C:28]4[C:33]([F:34])=[CH:32][CH:31]=[CH:30][N:29]=4)[CH2:27][CH2:26][CH2:25]3)C(=O)OC(C)(C)C)=[CH:11][CH:10]=2)=[N:6][CH:5]=1)(=[O:3])[NH2:2].C(O)(C(F)(F)F)=O. The catalyst is C(Cl)Cl. The product is [F:34][C:33]1[C:28]([C:24]2([CH2:23][NH:15][C:12]3[N:13]=[N:14][C:9]([C:7]4[S:8][C:4]([C:1]([NH2:2])=[O:3])=[CH:5][N:6]=4)=[CH:10][CH:11]=3)[CH2:25][CH2:26][CH2:27]2)=[N:29][CH:30]=[CH:31][CH:32]=1. The yield is 0.990. (2) The reactants are [CH3:1][C:2]1[CH:3]=[CH:4][CH:5]=[C:6]2[C:10]=1[NH:9][CH:8]=[CH:7]2.N1C=CC=CC=1.[Cl:17][C:18]([Cl:23])([Cl:22])[C:19](Cl)=[O:20].CCOC(C)=O. The catalyst is C1COCC1. The product is [Cl:17][C:18]([Cl:23])([Cl:22])[C:19]([C:7]1[C:6]2[C:10](=[C:2]([CH3:1])[CH:3]=[CH:4][CH:5]=2)[NH:9][CH:8]=1)=[O:20]. The yield is 0.900. (3) The reactants are Cl[C:2]1[N:7]=[C:6]([NH:8][C:9]2[CH:17]=[CH:16][CH:15]=[CH:14][C:10]=2[C:11]([NH2:13])=[O:12])[C:5]([Cl:18])=[CH:4][N:3]=1.[N:19]1([CH2:24][C:25]2[CH:26]=[C:27]([CH:29]=[CH:30][CH:31]=2)[NH2:28])[CH2:23][CH2:22][CH2:21][CH2:20]1.Cl. The catalyst is Cl.C(O)(C)C. The product is [Cl:18][C:5]1[C:6]([NH:8][C:9]2[CH:17]=[CH:16][CH:15]=[CH:14][C:10]=2[C:11]([NH2:13])=[O:12])=[N:7][C:2]([NH:28][C:27]2[CH:29]=[CH:30][CH:31]=[C:25]([CH2:24][N:19]3[CH2:20][CH2:21][CH2:22][CH2:23]3)[CH:26]=2)=[N:3][CH:4]=1. The yield is 0.650. (4) The reactants are [N:1]([CH2:4][CH2:5][NH:6][C:7](=[O:21])[CH2:8][CH2:9][CH2:10][CH2:11][CH2:12][CH2:13][CH2:14][CH2:15][CH2:16]CCCC)=[N+:2]=[N-:3].C(Cl)(=O)CCCCCCCCC.N(CCN)=[N+]=[N-].C(N(CC)CC)C. The catalyst is ClCCl. The product is [N:1]([CH2:4][CH2:5][NH:6][C:7](=[O:21])[CH2:8][CH2:9][CH2:10][CH2:11][CH2:12][CH2:13][CH2:14][CH2:15][CH3:16])=[N+:2]=[N-:3]. The yield is 0.830. (5) The reactants are [NH3:1].C[O:3][C:4](=O)[C:5]1[CH:10]=[C:9]([Br:11])[CH:8]=[CH:7][C:6]=1[CH2:12]Br. The catalyst is CO. The product is [Br:11][C:9]1[CH:10]=[C:5]2[C:6]([CH2:12][NH:1][C:4]2=[O:3])=[CH:7][CH:8]=1. The yield is 0.670. (6) The reactants are Cl.FC1C=C(C=CC=1)CN1C=C(C2C3C(=NC=C(C4C=CC(C5CCNCC5)=CC=4)C=3)N(S(C3C=CC(C)=CC=3)(=O)=O)C=2)C=N1.[F:46][C:47]1[CH:48]=[C:49]([CH:94]=[CH:95][CH:96]=1)[CH2:50][N:51]1[CH:55]=[C:54]([C:56]2[C:64]3[C:59](=[N:60][CH:61]=[C:62]([C:65]4[CH:66]=[CH:67][C:68]([CH:71]5[CH2:76][CH2:75][N:74]([C:77]([O:79][C:80]([CH3:83])([CH3:82])[CH3:81])=[O:78])[CH2:73][CH2:72]5)=[N:69][CH:70]=4)[CH:63]=3)[N:58](S(C3C=CC(C)=CC=3)(=O)=O)[CH:57]=2)[CH:53]=[N:52]1.[OH-].[Li+]. The catalyst is C1COCC1.CO.O. The product is [F:46][C:47]1[CH:48]=[C:49]([CH:94]=[CH:95][CH:96]=1)[CH2:50][N:51]1[CH:55]=[C:54]([C:56]2[C:64]3[C:59](=[N:60][CH:61]=[C:62]([C:65]4[CH:66]=[CH:67][C:68]([CH:71]5[CH2:76][CH2:75][N:74]([C:77]([O:79][C:80]([CH3:82])([CH3:83])[CH3:81])=[O:78])[CH2:73][CH2:72]5)=[N:69][CH:70]=4)[CH:63]=3)[NH:58][CH:57]=2)[CH:53]=[N:52]1. The yield is 0.980.